From a dataset of Peptide-MHC class II binding affinity with 134,281 pairs from IEDB. Regression. Given a peptide amino acid sequence and an MHC pseudo amino acid sequence, predict their binding affinity value. This is MHC class II binding data. (1) The peptide sequence is TFVAEFKSRFFVMGE. The MHC is DRB1_0101 with pseudo-sequence DRB1_0101. The binding affinity (normalized) is 0.598. (2) The peptide sequence is LTRLVKRPMRDIRSP. The MHC is DRB1_0101 with pseudo-sequence DRB1_0101. The binding affinity (normalized) is 0.465. (3) The peptide sequence is QGQMVHQAISPRTLN. The MHC is DRB1_0701 with pseudo-sequence DRB1_0701. The binding affinity (normalized) is 0.434. (4) The peptide sequence is YHFDLSGIAFGSMAK. The MHC is DRB3_0101 with pseudo-sequence DRB3_0101. The binding affinity (normalized) is 0.242. (5) The peptide sequence is IPVMAYLVGLFAWVL. The MHC is HLA-DPA10201-DPB10501 with pseudo-sequence HLA-DPA10201-DPB10501. The binding affinity (normalized) is 0.159.